This data is from Full USPTO retrosynthesis dataset with 1.9M reactions from patents (1976-2016). The task is: Predict the reactants needed to synthesize the given product. The reactants are: [N+:1]([C:4]1[CH:13]=[CH:12][C:7]2[NH:8][C:9](=[O:11])[NH:10][C:6]=2[CH:5]=1)([O-])=O. Given the product [NH2:1][C:4]1[CH:13]=[CH:12][C:7]2[NH:8][C:9](=[O:11])[NH:10][C:6]=2[CH:5]=1, predict the reactants needed to synthesize it.